From a dataset of Catalyst prediction with 721,799 reactions and 888 catalyst types from USPTO. Predict which catalyst facilitates the given reaction. (1) Reactant: [I:1][C:2]1[C:10]2[C:5](=[N:6][CH:7]=[CH:8][CH:9]=2)[NH:4][N:3]=1.C(=O)([O-])[O-].[K+].[K+].Br[CH2:18][C:19]([O:21][C:22]([CH3:25])([CH3:24])[CH3:23])=[O:20]. Product: [C:22]([O:21][C:19](=[O:20])[CH2:18][N:4]1[C:5]2=[N:6][CH:7]=[CH:8][CH:9]=[C:10]2[C:2]([I:1])=[N:3]1)([CH3:25])([CH3:24])[CH3:23]. The catalyst class is: 23. (2) Reactant: [C:1]1([CH2:7][CH2:8][CH2:9][NH2:10])[CH:6]=[CH:5][CH:4]=[CH:3][CH:2]=1.CN1CCOCC1.C1(N=C=NC2CCCCC2)CCCCC1.[CH3:33][N:34]([CH3:52])[C:35]1([C:45]2[CH:50]=[CH:49][CH:48]=[C:47]([F:51])[CH:46]=2)[CH2:40][CH2:39][C:38](=[CH:41][C:42](O)=[O:43])[CH2:37][CH2:36]1.[OH-].[Na+]. Product: [CH3:52][N:34]([CH3:33])[C:35]1([C:45]2[CH:50]=[CH:49][CH:48]=[C:47]([F:51])[CH:46]=2)[CH2:40][CH2:39][C:38](=[CH:41][C:42]([NH:10][CH2:9][CH2:8][CH2:7][C:1]2[CH:6]=[CH:5][CH:4]=[CH:3][CH:2]=2)=[O:43])[CH2:37][CH2:36]1. The catalyst class is: 35. (3) Reactant: [CH3:1][O:2][C:3]1[CH:8]=[C:7]([O:9][CH3:10])[CH:6]=[CH:5][C:4]=1[C:11]1[C:19]2[O:18][CH:17]([CH2:20][NH:21]C(=O)OCC3C=CC=CC=3)[CH2:16][C:15]=2[CH:14]=[CH:13][CH:12]=1. Product: [CH3:1][O:2][C:3]1[CH:8]=[C:7]([O:9][CH3:10])[CH:6]=[CH:5][C:4]=1[C:11]1[C:19]2[O:18][CH:17]([CH2:20][NH2:21])[CH2:16][C:15]=2[CH:14]=[CH:13][CH:12]=1. The catalyst class is: 45. (4) Reactant: C(NC(C)C)(C)C.[Li].[N:9]1[CH:14]=[CH:13][CH:12]=[CH:11][C:10]=1[CH:15]([CH3:20])[C:16]([O:18][CH3:19])=[O:17].[F:21]N(S(C1C=CC=CC=1)(=O)=O)S(C1C=CC=CC=1)(=O)=O. Product: [F:21][C:15]([C:10]1[CH:11]=[CH:12][CH:13]=[CH:14][N:9]=1)([CH3:20])[C:16]([O:18][CH3:19])=[O:17]. The catalyst class is: 7. (5) Reactant: [CH:1]([O:4][C:5]1[CH:13]=[CH:12][C:8]([C:9]([OH:11])=[O:10])=[CH:7][CH:6]=1)([CH3:3])[CH3:2].[Li][C:15](C)(C)C.CN(CCN(C)C)C.IC.CCOC(C)=O. Product: [CH:1]([O:4][C:5]1[CH:13]=[CH:12][C:8]([C:9]([OH:11])=[O:10])=[C:7]([CH3:15])[CH:6]=1)([CH3:3])[CH3:2]. The catalyst class is: 1. (6) Reactant: [CH3:1][C:2]1[S:3][C:4]2[CH:10]=[CH:9][C:8]([C:11]([OH:13])=[O:12])=[CH:7][C:5]=2[N:6]=1.[C:14]([O-])([O-])=O.[Cs+].[Cs+].CI.O. Product: [CH3:1][C:2]1[S:3][C:4]2[CH:10]=[CH:9][C:8]([C:11]([O:13][CH3:14])=[O:12])=[CH:7][C:5]=2[N:6]=1. The catalyst class is: 31.